From a dataset of Peptide-MHC class I binding affinity with 185,985 pairs from IEDB/IMGT. Regression. Given a peptide amino acid sequence and an MHC pseudo amino acid sequence, predict their binding affinity value. This is MHC class I binding data. The peptide sequence is EFIPNLFCM. The binding affinity (normalized) is 0.213. The MHC is HLA-B18:01 with pseudo-sequence HLA-B18:01.